Dataset: TCR-epitope binding with 47,182 pairs between 192 epitopes and 23,139 TCRs. Task: Binary Classification. Given a T-cell receptor sequence (or CDR3 region) and an epitope sequence, predict whether binding occurs between them. (1) The epitope is EHPTFTSQYRIQGKL. The TCR CDR3 sequence is CASSLDSTSTDTQYF. Result: 0 (the TCR does not bind to the epitope). (2) The epitope is WICLLQFAY. The TCR CDR3 sequence is CASSPDRAHTQYF. Result: 0 (the TCR does not bind to the epitope).